This data is from Catalyst prediction with 721,799 reactions and 888 catalyst types from USPTO. The task is: Predict which catalyst facilitates the given reaction. (1) Reactant: [CH2:1]([O:8][C:9]1[CH:10]=[C:11]([CH2:17][CH2:18][NH:19][C:20](=O)/[CH:21]=[CH:22]/[C:23]2[N:24]([CH3:28])[N:25]=[CH:26][CH:27]=2)[CH:12]=[CH:13][C:14]=1[O:15][CH3:16])[C:2]1[CH:7]=[CH:6][CH:5]=[CH:4][CH:3]=1.O=P(Cl)(Cl)Cl.[BH4-].[Na+]. Product: [CH2:1]([O:8][C:9]1[CH:10]=[C:11]2[C:12](=[CH:13][C:14]=1[O:15][CH3:16])[CH:20](/[CH:21]=[CH:22]/[C:23]1[N:24]([CH3:28])[N:25]=[CH:26][CH:27]=1)[NH:19][CH2:18][CH2:17]2)[C:2]1[CH:7]=[CH:6][CH:5]=[CH:4][CH:3]=1. The catalyst class is: 10. (2) Reactant: C(OC(=O)[NH:7][C:8]1[CH:13]=[C:12]([CH:14]2[CH2:16][CH2:15]2)[C:11]([C:17]([F:20])([F:19])[F:18])=[CH:10][C:9]=1[NH:21][C:22](=[O:39])[CH2:23][C:24]([C:26]1[CH:31]=[CH:30][CH:29]=[C:28]([C:32]2[CH:37]=[CH:36][N:35]=[C:34]([CH3:38])[CH:33]=2)[CH:27]=1)=O)(C)(C)C.C(O)(C(F)(F)F)=O. Product: [CH:14]1([C:12]2[C:11]([C:17]([F:20])([F:19])[F:18])=[CH:10][C:9]3[NH:21][C:22](=[O:39])[CH2:23][C:24]([C:26]4[CH:31]=[CH:30][CH:29]=[C:28]([C:32]5[CH:37]=[CH:36][N:35]=[C:34]([CH3:38])[CH:33]=5)[CH:27]=4)=[N:7][C:8]=3[CH:13]=2)[CH2:16][CH2:15]1. The catalyst class is: 2. (3) Reactant: CC(OI1(OC(C)=O)(OC(C)=O)OC(=O)C2C=CC=CC1=2)=O.[CH3:23][S:24]([N:27]1[CH2:31][CH2:30][CH2:29][CH:28]1[CH2:32][OH:33])(=[O:26])=[O:25]. Product: [CH3:23][S:24]([N:27]1[CH2:31][CH2:30][CH2:29][CH:28]1[CH:32]=[O:33])(=[O:26])=[O:25]. The catalyst class is: 2. (4) Product: [NH2:15][C:16]1[NH:8][C:7]2[CH:6]=[CH:5][C:4]([CH2:9][C:10]([N:12]([CH3:13])[CH3:14])=[O:11])=[CH:3][C:2]=2[N:1]=1. Reactant: [NH2:1][C:2]1[CH:3]=[C:4]([CH2:9][C:10]([N:12]([CH3:14])[CH3:13])=[O:11])[CH:5]=[CH:6][C:7]=1[NH2:8].[N:15]#[C:16]Br. The catalyst class is: 40.